This data is from Catalyst prediction with 721,799 reactions and 888 catalyst types from USPTO. The task is: Predict which catalyst facilitates the given reaction. (1) Reactant: [CH3:1][C@H:2]1[O:7][C@@H:6]([CH3:8])[CH2:5][NH:4][CH2:3]1.[Br:9][C:10]1[CH:18]=[C:17]2[C:13]([CH:14]=[N:15][N:16]2[S:19]([C:22]2[CH:27]=[CH:26][C:25]([CH3:28])=[CH:24][CH:23]=2)(=[O:21])=[O:20])=[C:12]([NH:29][C:30]([C:32]2[N:33]=[C:34]([CH2:37]Cl)[S:35][CH:36]=2)=[O:31])[CH:11]=1. Product: [Br:9][C:10]1[CH:18]=[C:17]2[C:13]([CH:14]=[N:15][N:16]2[S:19]([C:22]2[CH:27]=[CH:26][C:25]([CH3:28])=[CH:24][CH:23]=2)(=[O:21])=[O:20])=[C:12]([NH:29][C:30]([C:32]2[N:33]=[C:34]([CH2:37][N:4]3[CH2:5][C@H:6]([CH3:8])[O:7][C@H:2]([CH3:1])[CH2:3]3)[S:35][CH:36]=2)=[O:31])[CH:11]=1. The catalyst class is: 10. (2) Reactant: [O:1]1[CH2:4][CH:3]([CH2:5][OH:6])[CH2:2]1.C(N(CC)CC)C.[C:14]1([CH3:24])[CH:19]=[CH:18][C:17]([S:20](Cl)(=[O:22])=[O:21])=[CH:16][CH:15]=1.Cl. Product: [CH3:24][C:14]1[CH:19]=[CH:18][C:17]([S:20]([O:6][CH2:5][CH:3]2[CH2:4][O:1][CH2:2]2)(=[O:22])=[O:21])=[CH:16][CH:15]=1. The catalyst class is: 64. (3) Reactant: [CH3:1][O:2][C:3]1[CH:38]=[CH:37][C:6]([CH2:7][N:8]2[C:16]3[C:11](=[CH:12][C:13]([OH:17])=[CH:14][CH:15]=3)[C:10]([C:18]3[N:19]=[N:20][N:21]([C:23]4[CH:28]=[CH:27][C:26]([C:29]([N:31]5[CH2:36][CH2:35][O:34][CH2:33][CH2:32]5)=[O:30])=[CH:25][CH:24]=4)[CH:22]=3)=[N:9]2)=[CH:5][CH:4]=1.Br[CH2:40][CH2:41][CH2:42][OH:43].C(=O)([O-])[O-].[Cs+].[Cs+]. Product: [CH3:1][O:2][C:3]1[CH:4]=[CH:5][C:6]([CH2:7][N:8]2[C:16]3[C:11](=[CH:12][C:13]([O:17][CH2:40][CH2:41][CH2:42][OH:43])=[CH:14][CH:15]=3)[C:10]([C:18]3[N:19]=[N:20][N:21]([C:23]4[CH:24]=[CH:25][C:26]([C:29]([N:31]5[CH2:32][CH2:33][O:34][CH2:35][CH2:36]5)=[O:30])=[CH:27][CH:28]=4)[CH:22]=3)=[N:9]2)=[CH:37][CH:38]=1. The catalyst class is: 85. (4) Reactant: [Br:1][C:2]1[C:7](N)=[C:6]([Br:9])[C:5]([CH3:10])=[C:4]([C:11]2[CH:16]=[CH:15][C:14]([F:17])=[CH:13][C:12]=2[F:18])[N:3]=1.C(ON=O)(C)(C)C. Product: [Br:9][C:6]1[CH:7]=[C:2]([Br:1])[N:3]=[C:4]([C:11]2[CH:16]=[CH:15][C:14]([F:17])=[CH:13][C:12]=2[F:18])[C:5]=1[CH3:10]. The catalyst class is: 1.